This data is from Catalyst prediction with 721,799 reactions and 888 catalyst types from USPTO. The task is: Predict which catalyst facilitates the given reaction. (1) Reactant: [NH2:1][C@H:2]([C:24]([O:26][C:27]([CH3:30])([CH3:29])[CH3:28])=[O:25])[CH2:3][S:4][C:5]([C:18]1[CH:23]=[CH:22][CH:21]=[CH:20][CH:19]=1)([C:12]1[CH:17]=[CH:16][CH:15]=[CH:14][CH:13]=1)[C:6]1[CH:11]=[CH:10][CH:9]=[CH:8][CH:7]=1.Cl.C(=O)([O-])[O-].[Na+].[Na+].[NH:38]([C:51]([O:53][CH2:54][CH:55]1[C:67]2[C:62](=[CH:63][CH:64]=[CH:65][CH:66]=2)[C:61]2[C:56]1=[CH:57][CH:58]=[CH:59][CH:60]=2)=[O:52])[C@H:39]([C:48](O)=[O:49])[CH2:40][NH:41][C:42]([O:44][CH2:45][CH:46]=[CH2:47])=[O:43].C1C=CC2N(O)N=NC=2C=1.CCN=C=NCCCN(C)C.Cl. Product: [NH:38]([C:51]([O:53][CH2:54][CH:55]1[C:67]2[C:62](=[CH:63][CH:64]=[CH:65][CH:66]=2)[C:61]2[C:56]1=[CH:57][CH:58]=[CH:59][CH:60]=2)=[O:52])[C@H:39]([C:48]([NH:1][C@H:2]([C:24]([O:26][C:27]([CH3:30])([CH3:29])[CH3:28])=[O:25])[CH2:3][S:4][C:5]([C:12]1[CH:13]=[CH:14][CH:15]=[CH:16][CH:17]=1)([C:6]1[CH:7]=[CH:8][CH:9]=[CH:10][CH:11]=1)[C:18]1[CH:23]=[CH:22][CH:21]=[CH:20][CH:19]=1)=[O:49])[CH2:40][NH:41][C:42]([O:44][CH2:45][CH:46]=[CH2:47])=[O:43]. The catalyst class is: 25. (2) The catalyst class is: 49. Product: [ClH:40].[F:37][C:2]([F:1])([F:36])[C:3]1[CH:4]=[C:5]([C:16]2[O:20][N:19]=[C:18]([C:21]3[CH:26]=[CH:25][N:24]4[CH:27]=[C:28]([CH2:30][C:31]([OH:33])=[O:32])[N:29]=[C:23]4[CH:22]=3)[N:17]=2)[CH:6]=[CH:7][C:8]=1[O:9][CH:10]([CH3:15])[C:11]([F:12])([F:13])[F:14]. Reactant: [F:1][C:2]([F:37])([F:36])[C:3]1[CH:4]=[C:5]([C:16]2[O:20][N:19]=[C:18]([C:21]3[CH:26]=[CH:25][N:24]4[CH:27]=[C:28]([CH2:30][C:31]([O:33]CC)=[O:32])[N:29]=[C:23]4[CH:22]=3)[N:17]=2)[CH:6]=[CH:7][C:8]=1[O:9][CH:10]([CH3:15])[C:11]([F:14])([F:13])[F:12].[OH-].[Na+].[ClH:40].Cl.CCOC(C)=O. (3) Reactant: [CH2:1]([O:8][CH2:9][CH2:10][O:11][C:12]1[CH:17]=[CH:16][C:15]([N+:18]([O-])=O)=[CH:14][C:13]=1[C:21]([F:24])([F:23])[F:22])[C:2]1[CH:7]=[CH:6][CH:5]=[CH:4][CH:3]=1.[NH4+].[Cl-]. Product: [CH2:1]([O:8][CH2:9][CH2:10][O:11][C:12]1[CH:17]=[CH:16][C:15]([NH2:18])=[CH:14][C:13]=1[C:21]([F:22])([F:23])[F:24])[C:2]1[CH:3]=[CH:4][CH:5]=[CH:6][CH:7]=1. The catalyst class is: 284.